Dataset: Forward reaction prediction with 1.9M reactions from USPTO patents (1976-2016). Task: Predict the product of the given reaction. Given the reactants [F:1][C:2]1[CH:7]=[CH:6][CH:5]=[CH:4][C:3]=1[C:8]1[N:12]([S:13]([C:16]2[CH:17]=[N:18][CH:19]=[CH:20][CH:21]=2)(=[O:15])=[O:14])[CH:11]=[C:10]([CH:22]=[O:23])[CH:9]=1.C[OH:25].[CH3:26][NH2:27].[BH4-].[Na+].Cl.[C:31](=[O:34])([O-:33])O.[Na+], predict the reaction product. The product is: [C:22]([OH:23])(=[O:25])/[CH:10]=[CH:11]/[C:31]([OH:33])=[O:34].[F:1][C:2]1[CH:7]=[CH:6][CH:5]=[CH:4][C:3]=1[C:8]1[N:12]([S:13]([C:16]2[CH:17]=[N:18][CH:19]=[CH:20][CH:21]=2)(=[O:15])=[O:14])[CH:11]=[C:10]([CH2:22][NH:27][CH3:26])[CH:9]=1.